This data is from Reaction yield outcomes from USPTO patents with 853,638 reactions. The task is: Predict the reaction yield, written as a fraction of the theoretical maximum amount of product (1.0 means a 100% yield; for example, 0.34 means a 34% yield). (1) The reactants are Br[CH2:2][CH2:3][CH2:4][CH2:5][CH2:6][CH2:7][CH2:8][CH2:9][CH:10]1[O:14][CH2:13][CH2:12][O:11]1.[OH:15][C:16]1[CH:17]=[C:18]([CH:21]=[CH:22][CH:23]=1)[CH:19]=[O:20].C(=O)([O-])[O-].[K+].[K+]. The catalyst is CN(C)C=O.O. The product is [O:11]1[CH2:12][CH2:13][O:14][CH:10]1[CH2:9][CH2:8][CH2:7][CH2:6][CH2:5][CH2:4][CH2:3][CH2:2][O:15][C:16]1[CH:17]=[C:18]([CH:21]=[CH:22][CH:23]=1)[CH:19]=[O:20]. The yield is 0.780. (2) The reactants are [Cl:1][C:2]1[CH:6]=[N:5][N:4]([CH:7]([CH3:9])[CH3:8])[C:3]=1[C:10]1[CH:11]=[C:12]([NH2:18])[CH:13]=[CH:14][C:15]=1[O:16][CH3:17].[Cl:19][C:20]1[CH:25]=[C:24]([C:26]([F:29])([F:28])[F:27])[CH:23]=[CH:22][C:21]=1[N:30]=[C:31]=[O:32]. The catalyst is C(Cl)Cl. The product is [Cl:1][C:2]1[CH:6]=[N:5][N:4]([CH:7]([CH3:9])[CH3:8])[C:3]=1[C:10]1[CH:11]=[C:12]([NH:18][C:31]([NH:30][C:21]2[CH:22]=[CH:23][C:24]([C:26]([F:27])([F:29])[F:28])=[CH:25][C:20]=2[Cl:19])=[O:32])[CH:13]=[CH:14][C:15]=1[O:16][CH3:17]. The yield is 0.400. (3) The reactants are [C:1]([C@H:5]1[CH2:10][CH2:9][C@H:8]([O:11][C:12]2[C:21]3[C:16](=[CH:17][C:18](I)=[CH:19][CH:20]=3)[CH:15]=[CH:14][CH:13]=2)[CH2:7][CH2:6]1)([CH3:4])([CH3:3])[CH3:2].[Li]CCCC.CN([CH:31]=[O:32])C. The catalyst is C1COCC1. The product is [C:1]([C@H:5]1[CH2:10][CH2:9][C@H:8]([O:11][C:12]2[CH:13]=[CH:14][CH:15]=[C:16]3[C:21]=2[CH:20]=[CH:19][C:18]([CH:31]=[O:32])=[CH:17]3)[CH2:7][CH2:6]1)([CH3:4])([CH3:3])[CH3:2]. The yield is 0.490.